From a dataset of Reaction yield outcomes from USPTO patents with 853,638 reactions. Predict the reaction yield, written as a fraction of the theoretical maximum amount of product (1.0 means a 100% yield; for example, 0.34 means a 34% yield). (1) The reactants are [CH2:1](Br)[C:2]1[CH:7]=[CH:6][CH:5]=[CH:4][CH:3]=1.[N-:9]=[N+:10]=[N-:11].[Na+]. The catalyst is CN(C)C=O.C(OCC)(=O)C. The product is [N:9]([CH2:1][C:2]1[CH:7]=[CH:6][CH:5]=[CH:4][CH:3]=1)=[N+:10]=[N-:11]. The yield is 0.800. (2) The reactants are [Br:1][C:2]1[CH:7]=[CH:6][C:5]([C:8]2[N:9]=[C:10]([C:21]3[CH:22]=[N:23][CH:24]=[CH:25][CH:26]=3)N=N[C:13]=2[C:14]2[CH:19]=[CH:18][C:17]([Br:20])=[CH:16][CH:15]=2)=[CH:4][CH:3]=1.[C:27]1(C)C=CC(C)=C[CH:28]=1.C12CC(C=C1)C=C2.O. The catalyst is C(OCC)(=O)C.CCCCCC. The product is [Br:20][C:17]1[CH:18]=[CH:19][C:14]([C:13]2[CH:27]=[CH:28][C:10]([C:21]3[CH:22]=[N:23][CH:24]=[CH:25][CH:26]=3)=[N:9][C:8]=2[C:5]2[CH:6]=[CH:7][C:2]([Br:1])=[CH:3][CH:4]=2)=[CH:15][CH:16]=1. The yield is 0.280. (3) The reactants are [C:1]([O:5][C:6]([NH:8][CH:9]1[C:27](=[O:28])[N:26]2[CH:22]([CH2:23][CH:24]([OH:29])[CH2:25]2)[C:21](=[O:30])[NH:20][C:19]2([C:31]([OH:33])=[O:32])[CH:17]([CH2:18]2)[CH:16]=[CH:15][CH2:14][CH2:13][CH2:12][CH2:11][CH2:10]1)=[O:7])([CH3:4])([CH3:3])[CH3:2].CC(C)([O-])C.[K+].F[C:41]1[CH:46]=[CH:45][CH:44]=[CH:43][N:42]=1. The catalyst is CS(C)=O. The product is [C:1]([O:5][C:6]([NH:8][CH:9]1[C:27](=[O:28])[N:26]2[CH:22]([CH2:23][CH:24]([O:29][C:41]3[CH:46]=[CH:45][CH:44]=[CH:43][N:42]=3)[CH2:25]2)[C:21](=[O:30])[NH:20][C:19]2([C:31]([OH:33])=[O:32])[CH:17]([CH2:18]2)[CH:16]=[CH:15][CH2:14][CH2:13][CH2:12][CH2:11][CH2:10]1)=[O:7])([CH3:4])([CH3:2])[CH3:3]. The yield is 0.560. (4) The reactants are [OH:1][C:2]1[CH:10]=[CH:9][C:5]([C:6]([OH:8])=[O:7])=[CH:4][N:3]=1.S(=O)(=O)(O)O.O.[C:17](=O)(O)[O-].[Na+]. The catalyst is CO. The product is [OH:1][C:2]1[CH:10]=[CH:9][C:5]([C:6]([O:8][CH3:17])=[O:7])=[CH:4][N:3]=1. The yield is 0.900. (5) The reactants are [CH2:1]([O:3][C:4]([C:6]1[CH:10]=[C:9]([NH2:11])[N:8]([C:12]2[CH:17]=[CH:16][CH:15]=[CH:14][CH:13]=2)[N:7]=1)=[O:5])[CH3:2].C(N1CCOCC1)C.[CH3:26][C:27]([CH3:32])([CH3:31])[C:28](Cl)=[O:29]. The catalyst is C1COCC1. The product is [CH2:1]([O:3][C:4]([C:6]1[CH:10]=[C:9]([NH:11][C:28](=[O:29])[C:27]([CH3:32])([CH3:31])[CH3:26])[N:8]([C:12]2[CH:17]=[CH:16][CH:15]=[CH:14][CH:13]=2)[N:7]=1)=[O:5])[CH3:2]. The yield is 0.930. (6) The reactants are [CH2:1]1[CH:10]2[N:5]([CH2:6][CH2:7][CH2:8][CH2:9]2)[CH2:4][CH:3]([CH2:11][OH:12])[CH2:2]1.C(N(CC)CC)C.[CH3:20][S:21](Cl)(=[O:23])=[O:22]. The catalyst is ClCCl. The product is [CH3:20][S:21]([O:12][CH2:11][CH:3]1[CH2:4][N:5]2[CH:10]([CH2:9][CH2:8][CH2:7][CH2:6]2)[CH2:1][CH2:2]1)(=[O:23])=[O:22]. The yield is 0.910.